This data is from Blood-brain barrier penetration binary classification data from Martins et al.. The task is: Regression/Classification. Given a drug SMILES string, predict its absorption, distribution, metabolism, or excretion properties. Task type varies by dataset: regression for continuous measurements (e.g., permeability, clearance, half-life) or binary classification for categorical outcomes (e.g., BBB penetration, CYP inhibition). Dataset: bbb_martins. (1) The drug is CC(C)NCC(O)COc1cccc2[nH]ccc12. The result is 1 (penetrates BBB). (2) The drug is CC(=O)OCC(=O)[C@@]1(O)CC[C@H]2[C@@H]3CCC4=CC(=O)CC[C@]4(C)[C@@]3(F)[C@@H](O)C[C@@]21C. The result is 1 (penetrates BBB).